Predict the product of the given reaction. From a dataset of Forward reaction prediction with 1.9M reactions from USPTO patents (1976-2016). (1) Given the reactants [CH3:1][O:2][C:3]1[CH:11]=[CH:10][C:6]([C:7](Cl)=[O:8])=[CH:5][CH:4]=1.C(N(CC)CC)C.ClCCl.[N:22]1([C:28]2[CH:34]=[CH:33][C:32]([C:35]([F:38])([F:37])[F:36])=[CH:31][C:29]=2[NH2:30])[CH2:27][CH2:26][CH2:25][CH2:24][CH2:23]1, predict the reaction product. The product is: [N:22]1([C:28]2[CH:34]=[CH:33][C:32]([C:35]([F:37])([F:38])[F:36])=[CH:31][C:29]=2[NH:30][C:7](=[O:8])[C:6]2[CH:10]=[CH:11][C:3]([O:2][CH3:1])=[CH:4][CH:5]=2)[CH2:23][CH2:24][CH2:25][CH2:26][CH2:27]1. (2) Given the reactants Cl[C:2]1[CH:27]=[CH:26][C:5]([C:6]([NH:8][C:9]2[CH:14]=[C:13]([CH2:15][NH:16][C@@H:17]([C:19]3[CH:24]=[CH:23][CH:22]=[CH:21][CH:20]=3)[CH3:18])[CH:12]=[CH:11][C:10]=2[Cl:25])=[O:7])=[CH:4][N:3]=1.[CH3:28][NH:29][CH3:30], predict the reaction product. The product is: [Cl:25][C:10]1[CH:11]=[CH:12][C:13]([CH2:15][NH:16][C@@H:17]([C:19]2[CH:24]=[CH:23][CH:22]=[CH:21][CH:20]=2)[CH3:18])=[CH:14][C:9]=1[NH:8][C:6](=[O:7])[C:5]1[CH:26]=[CH:27][C:2]([N:29]([CH3:30])[CH3:28])=[N:3][CH:4]=1. (3) Given the reactants C(OC(=O)[NH:10][CH2:11][CH2:12][O:13][C:14]1[CH:19]=[CH:18][C:17]([C:20]2[O:21][CH:22]=[C:23]([CH3:25])[N:24]=2)=[CH:16][CH:15]=1)C1C=CC=CC=1.C1CC=CCC=1, predict the reaction product. The product is: [CH3:25][C:23]1[N:24]=[C:20]([C:17]2[CH:18]=[CH:19][C:14]([O:13][CH2:12][CH2:11][NH2:10])=[CH:15][CH:16]=2)[O:21][CH:22]=1. (4) Given the reactants Cl.[CH3:2][O:3][C:4]1[CH:9]=[CH:8][C:7]([C:10]2[N:11]=[C:12]([S:25][CH3:26])[O:13][C:14]=2[C:15]2[CH:24]=[CH:23][C:18]([O:19][CH2:20][CH2:21][NH2:22])=[CH:17][CH:16]=2)=[CH:6][CH:5]=1.C([O-])(=O)C.[Na+].[O-:32][C:33]#[N:34].[K+], predict the reaction product. The product is: [CH3:2][O:3][C:4]1[CH:9]=[CH:8][C:7]([C:10]2[N:11]=[C:12]([S:25][CH3:26])[O:13][C:14]=2[C:15]2[CH:24]=[CH:23][C:18]([O:19][CH2:20][CH2:21][NH:22][C:33]([NH2:34])=[O:32])=[CH:17][CH:16]=2)=[CH:6][CH:5]=1. (5) The product is: [CH2:10]([C:9]1[CH:8]=[CH:7][C:6]([CH:4]([CH3:5])[C:2]([O:1][CH2:26][CH2:25][N:16]2[C:20]3[CH:21]=[CH:22][CH:23]=[CH:24][C:19]=3[N:18]=[CH:17]2)=[O:3])=[CH:15][CH:14]=1)[CH:11]([CH3:12])[CH3:13]. Given the reactants [OH:1][C:2]([CH:4]([C:6]1[CH:15]=[CH:14][C:9]([CH2:10][CH:11]([CH3:13])[CH3:12])=[CH:8][CH:7]=1)[CH3:5])=[O:3].[N:16]1([CH2:25][CH2:26]O)[C:20]2[CH:21]=[CH:22][CH:23]=[CH:24][C:19]=2[N:18]=[CH:17]1.Cl.C(N=C=NCCCN(C)C)C, predict the reaction product.